From a dataset of Full USPTO retrosynthesis dataset with 1.9M reactions from patents (1976-2016). Predict the reactants needed to synthesize the given product. (1) Given the product [ClH:1].[C:11]([C:12]1[CH:13]=[C:14]([NH2:15])[N:8]([CH:2]2[CH2:7][CH2:6][CH2:5][CH2:4][CH2:3]2)[N:9]=1)([CH3:18])([CH3:17])[CH3:10], predict the reactants needed to synthesize it. The reactants are: [ClH:1].[CH:2]1([NH:8][NH2:9])[CH2:7][CH2:6][CH2:5][CH2:4][CH2:3]1.[CH3:10][C:11]([CH3:18])([CH3:17])[C:12](=O)[CH2:13][C:14]#[N:15]. (2) The reactants are: [N+:1]([C:4]1[CH:9]=[CH:8][C:7]([OH:10])=[CH:6][CH:5]=1)([O-:3])=[O:2].Br[CH2:12][CH:13]1[CH2:15][CH2:14]1.C([O-])([O-])=O.[K+].[K+]. Given the product [CH:13]1([CH2:12][O:10][C:7]2[CH:8]=[CH:9][C:4]([N+:1]([O-:3])=[O:2])=[CH:5][CH:6]=2)[CH2:15][CH2:14]1, predict the reactants needed to synthesize it. (3) The reactants are: C1(P(C2C=CC=CC=2)C2C=CC3C(=CC=CC=3)C=2C2C3C(=CC=CC=3)C=CC=2P(C2C=CC=CC=2)C2C=CC=CC=2)C=CC=CC=1.Br[C:48]1[CH:53]=[C:52]([N+:54]([O-:56])=[O:55])[CH:51]=[CH:50][C:49]=1[CH3:57].[N:58]1([C:64]([O:66][C:67]([CH3:70])([CH3:69])[CH3:68])=[O:65])[CH2:63][CH2:62][NH:61][CH2:60][CH2:59]1.CC(C)([O-])C.[Na+]. Given the product [C:67]([O:66][C:64]([N:58]1[CH2:63][CH2:62][N:61]([C:48]2[CH:53]=[C:52]([N+:54]([O-:56])=[O:55])[CH:51]=[CH:50][C:49]=2[CH3:57])[CH2:60][CH2:59]1)=[O:65])([CH3:70])([CH3:68])[CH3:69], predict the reactants needed to synthesize it. (4) Given the product [CH2:1]([O:8][C:9]1[CH:10]=[CH:11][C:12]([C:15](=[O:18])[CH:16]([Br:19])[CH3:17])=[CH:13][CH:14]=1)[C:2]1[CH:3]=[CH:4][CH:5]=[CH:6][CH:7]=1, predict the reactants needed to synthesize it. The reactants are: [CH2:1]([O:8][C:9]1[CH:14]=[CH:13][C:12]([C:15](=[O:18])[CH2:16][CH3:17])=[CH:11][CH:10]=1)[C:2]1[CH:7]=[CH:6][CH:5]=[CH:4][CH:3]=1.[Br:19]Br.O. (5) Given the product [F:36][C:33]1[CH:32]=[CH:31][C:30]([C:27]2[C:10]([C:9]3[CH:1]=[CH:2][N:3]=[CH:6][N:8]=3)=[C:25]([NH:24][C:54](=[O:55])[CH2:53][C:48]3[CH:49]=[CH:50][CH:51]=[CH:52][C:47]=3[O:46][CH2:45][O:44][CH3:43])[O:29][N:28]=2)=[CH:35][CH:34]=1, predict the reactants needed to synthesize it. The reactants are: [CH:1]1N=C[N:3]([C:6]([N:8]2C=N[CH:10]=[CH:9]2)=O)[CH:2]=1.C1CCN2C(=NCCC2)CC1.[NH2:24][C:25]1[O:29][N:28]=[C:27]([C:30]2[CH:35]=[CH:34][C:33]([F:36])=[CH:32][CH:31]=2)C=1C1N=CC=CN=1.[CH3:43][O:44][CH2:45][O:46][C:47]1[CH:52]=[CH:51][CH:50]=[CH:49][C:48]=1[CH2:53][C:54](O)=[O:55]. (6) Given the product [CH3:23][S:28]([C:3]1[N:8]=[C:7]([CH2:9][CH2:10][CH2:11][OH:12])[CH:6]=[C:5]([C:13]2[CH:18]=[CH:17][CH:16]=[C:15]([C:19]([F:22])([F:20])[F:21])[CH:14]=2)[N:4]=1)(=[O:30])=[O:27], predict the reactants needed to synthesize it. The reactants are: CS[C:3]1[N:8]=[C:7]([CH2:9][CH2:10][CH2:11][OH:12])[CH:6]=[C:5]([C:13]2[CH:18]=[CH:17][CH:16]=[C:15]([C:19]([F:22])([F:21])[F:20])[CH:14]=2)[N:4]=1.[CH3:23]O.O.O[O:27][S:28]([O-:30])=O.[K+]. (7) Given the product [C:1]([C:5]1[CH:10]=[CH:9][C:8]([S:11]([N:14]([C:15]2[CH:20]=[CH:19][C:18]([CH3:21])=[CH:17][CH:16]=2)[CH2:22][C:23]([N:28]([CH2:26][CH3:27])[CH2:29][C:30]2[CH:35]=[CH:34][CH:33]=[C:32]([OH:36])[CH:31]=2)=[O:24])(=[O:13])=[O:12])=[CH:7][CH:6]=1)([CH3:3])([CH3:4])[CH3:2], predict the reactants needed to synthesize it. The reactants are: [C:1]([C:5]1[CH:10]=[CH:9][C:8]([S:11]([N:14]([CH2:22][C:23](O)=[O:24])[C:15]2[CH:20]=[CH:19][C:18]([CH3:21])=[CH:17][CH:16]=2)(=[O:13])=[O:12])=[CH:7][CH:6]=1)([CH3:4])([CH3:3])[CH3:2].[CH2:26]([NH:28][CH2:29][C:30]1[CH:31]=[C:32]([OH:36])[CH:33]=[CH:34][CH:35]=1)[CH3:27]. (8) Given the product [C:1]([O:5][C:6]([CH:8]1[NH:20][CH2:19][C:17]2=[C:18]3[C:13](=[C:14]([C:21]4[C:22](=[O:24])[NH:23][C:27](=[O:26])[C:28]=4[C:30]4[C:40]5=[C:41]6[C:36](=[CH:37][CH:38]=[CH:39]5)[CH2:35][CH2:34][C:33]([CH3:42])([CH3:43])[N:32]6[CH:31]=4)[CH:15]=[CH:16]2)[CH:12]=[CH:11][N:10]3[CH2:9]1)=[O:7])([CH3:4])([CH3:2])[CH3:3], predict the reactants needed to synthesize it. The reactants are: [C:1]([O:5][C:6]([CH:8]1[NH:20][CH2:19][C:17]2=[C:18]3[C:13](=[C:14]([CH2:21][C:22](=[O:24])[NH2:23])[CH:15]=[CH:16]2)[CH:12]=[CH:11][N:10]3[CH2:9]1)=[O:7])([CH3:4])([CH3:3])[CH3:2].C[O:26][C:27](=O)[C:28]([C:30]1[C:40]2=[C:41]3[C:36](=[CH:37][CH:38]=[CH:39]2)[CH2:35][CH2:34][C:33]([CH3:43])([CH3:42])[N:32]3[CH:31]=1)=O. (9) Given the product [CH3:16][C:15]1[N:13]=[CH:14][O:8][C:7]=1[C:6]1[CH:9]=[CH:10][C:3]([C:2]([F:1])([F:11])[F:12])=[N:4][CH:5]=1, predict the reactants needed to synthesize it. The reactants are: [F:1][C:2]([F:12])([F:11])[C:3]1[CH:10]=[CH:9][C:6]([CH:7]=[O:8])=[CH:5][N:4]=1.[N+:13]([CH:15](S(C1C=CC(C)=CC=1)(=O)=O)[CH3:16])#[C-:14].C([O-])([O-])=O.[K+].[K+].